Dataset: Forward reaction prediction with 1.9M reactions from USPTO patents (1976-2016). Task: Predict the product of the given reaction. Given the reactants [N:1]1[CH:6]=[CH:5][C:4]([C:7]2[S:11][C:10]([C:12]([OH:14])=O)=[CH:9][CH:8]=2)=[CH:3][CH:2]=1.[CH2:15]([O:17][C:18]1[CH:23]=[CH:22][CH:21]=[CH:20][C:19]=1[CH2:24][NH2:25])[CH3:16], predict the reaction product. The product is: [CH2:15]([O:17][C:18]1[CH:23]=[CH:22][CH:21]=[CH:20][C:19]=1[CH2:24][NH:25][C:12]([C:10]1[S:11][C:7]([C:4]2[CH:3]=[CH:2][N:1]=[CH:6][CH:5]=2)=[CH:8][CH:9]=1)=[O:14])[CH3:16].